This data is from Peptide-MHC class I binding affinity with 185,985 pairs from IEDB/IMGT. The task is: Regression. Given a peptide amino acid sequence and an MHC pseudo amino acid sequence, predict their binding affinity value. This is MHC class I binding data. The peptide sequence is KVRGRLLAL. The MHC is HLA-B39:01 with pseudo-sequence HLA-B39:01. The binding affinity (normalized) is 0.0847.